From a dataset of Reaction yield outcomes from USPTO patents with 853,638 reactions. Predict the reaction yield, written as a fraction of the theoretical maximum amount of product (1.0 means a 100% yield; for example, 0.34 means a 34% yield). (1) The reactants are [NH2:1][C:2]1[C:7](Br)=[N:6][C:5]([Br:9])=[CH:4][N:3]=1.[CH3:10][N:11]([CH3:18])[CH:12]1[CH2:17][CH2:16][NH:15][CH2:14][CH2:13]1. No catalyst specified. The product is [Br:9][C:5]1[N:6]=[C:7]([N:15]2[CH2:16][CH2:17][CH:12]([N:11]([CH3:18])[CH3:10])[CH2:13][CH2:14]2)[C:2]([NH2:1])=[N:3][CH:4]=1. The yield is 0.830. (2) The reactants are [H-].[Na+].[CH2:3]([OH:10])[C:4]1[CH:9]=[CH:8][CH:7]=[CH:6][CH:5]=1.[Br:11][C:12]1[N:19]=[CH:18][CH:17]=[C:16](Br)[C:13]=1[C:14]#[N:15]. The catalyst is CN(C=O)C. The product is [CH2:3]([O:10][C:16]1[C:13]([C:14]#[N:15])=[C:12]([Br:11])[N:19]=[CH:18][CH:17]=1)[C:4]1[CH:9]=[CH:8][CH:7]=[CH:6][CH:5]=1. The yield is 0.830. (3) The reactants are CCCC[N+](CCCC)(CCCC)CCCC.[F-].[Si]([O:36][CH2:37][C@@H:38]1[CH2:43][CH:42]2[CH:40]([CH2:41]2)[N:39]1[C:44]([O:46][C:47]([CH3:50])([CH3:49])[CH3:48])=[O:45])(C(C)(C)C)(C1C=CC=CC=1)C1C=CC=CC=1.[NH4+].[Cl-]. The catalyst is C1COCC1. The product is [OH:36][CH2:37][C@@H:38]1[CH2:43][CH:42]2[CH:40]([CH2:41]2)[N:39]1[C:44]([O:46][C:47]([CH3:50])([CH3:49])[CH3:48])=[O:45]. The yield is 0.940.